Dataset: Catalyst prediction with 721,799 reactions and 888 catalyst types from USPTO. Task: Predict which catalyst facilitates the given reaction. (1) Reactant: [CH3:1][O:2][C:3]([C:5]1[C:10]([NH2:11])=[N:9][CH:8]=[CH:7][N:6]=1)=[O:4].[Br:12]N1C(=O)CCC1=O. Product: [NH2:11][C:10]1[C:5]([C:3]([O:2][CH3:1])=[O:4])=[N:6][C:7]([Br:12])=[CH:8][N:9]=1. The catalyst class is: 10. (2) Reactant: C([Li])CCC.Br[C:7]1[CH:8]=[N:9][CH:10]=[CH:11][C:12]=1[C:13]([F:16])([F:15])[F:14].CN(C)[CH:19]=[O:20]. Product: [F:14][C:13]([F:16])([F:15])[C:12]1[C:7]([CH:19]=[O:20])=[CH:8][N:9]=[CH:10][CH:11]=1. The catalyst class is: 7. (3) Reactant: [C:1]([O:5][C:6](=[O:15])[NH:7][C:8]1[CH:9]=[N:10][C:11]([Cl:14])=[CH:12][CH:13]=1)([CH3:4])([CH3:3])[CH3:2].[CH2:16]([Li])CCC.CI. Product: [C:1]([O:5][C:6](=[O:15])[NH:7][C:8]1[CH:9]=[N:10][C:11]([Cl:14])=[CH:12][C:13]=1[CH3:16])([CH3:4])([CH3:2])[CH3:3]. The catalyst class is: 27.